The task is: Predict the product of the given reaction.. This data is from Forward reaction prediction with 1.9M reactions from USPTO patents (1976-2016). (1) Given the reactants [C:1]12([NH2:11])[CH2:10][CH:5]3[CH2:6][CH:7]([CH2:9][CH:3]([CH2:4]3)[CH2:2]1)[CH2:8]2.[Br:12][C:13]1[CH:14]=[C:15]([CH:18]=[CH:19][CH:20]=1)[CH:16]=O, predict the reaction product. The product is: [Br:12][C:13]1[CH:14]=[C:15]([CH:18]=[CH:19][CH:20]=1)[CH2:16][NH:11][C:1]12[CH2:8][CH:7]3[CH2:6][CH:5]([CH2:4][CH:3]([CH2:9]3)[CH2:2]1)[CH2:10]2. (2) Given the reactants [Cl:1][C:2]1[C:7]([Cl:8])=[CH:6][CH:5]=[CH:4][C:3]=1[S:9]([NH:12][C:13]1[C:18]([O:19][CH3:20])=[N:17][C:16]([CH2:21][OH:22])=[CH:15][N:14]=1)(=[O:11])=[O:10].C(N(C(C)C)CC)(C)C.[CH3:32][Si:33]([CH3:40])([CH3:39])[CH2:34][CH2:35][O:36][CH2:37]Cl, predict the reaction product. The product is: [Cl:1][C:2]1[C:7]([Cl:8])=[CH:6][CH:5]=[CH:4][C:3]=1[S:9]([N:12]([C:13]1[C:18]([O:19][CH3:20])=[N:17][C:16]([CH2:21][OH:22])=[CH:15][N:14]=1)[CH2:37][O:36][CH2:35][CH2:34][Si:33]([CH3:40])([CH3:39])[CH3:32])(=[O:10])=[O:11]. (3) Given the reactants [CH2:1]=[C:2]1[CH2:7][O:6][C@H:5]([C:8]2[CH:13]=[C:12]([F:14])[C:11]([F:15])=[CH:10][C:9]=2[F:16])[C@@H:4]([NH2:17])[CH2:3]1.[C:18](O[C:18]([O:20][C:21]([CH3:24])([CH3:23])[CH3:22])=[O:19])([O:20][C:21]([CH3:24])([CH3:23])[CH3:22])=[O:19], predict the reaction product. The product is: [CH2:1]=[C:2]1[CH2:7][O:6][C@H:5]([C:8]2[CH:13]=[C:12]([F:14])[C:11]([F:15])=[CH:10][C:9]=2[F:16])[C@@H:4]([NH:17][C:18](=[O:19])[O:20][C:21]([CH3:24])([CH3:23])[CH3:22])[CH2:3]1.